Dataset: Full USPTO retrosynthesis dataset with 1.9M reactions from patents (1976-2016). Task: Predict the reactants needed to synthesize the given product. Given the product [CH3:15][O:17][N:3]1[C:4]([CH3:10])([CH3:9])[CH2:5][C:6](=[O:8])[CH2:7][C:2]1([CH3:11])[CH3:1], predict the reactants needed to synthesize it. The reactants are: [CH3:1][C:2]1([CH3:11])[CH2:7][C:6](=[O:8])[CH2:5][C:4]([CH3:10])([CH3:9])[NH:3]1.OO.Cl.[CH:15](=[O:17])C.